From a dataset of Forward reaction prediction with 1.9M reactions from USPTO patents (1976-2016). Predict the product of the given reaction. Given the reactants [CH2:1]([NH:9][C:10]([C@@H:12]1[CH2:16][CH2:15][CH:14]([OH:17])[N:13]1[CH3:18])=[O:11])[CH2:2][C:3]1[CH:8]=[CH:7][CH:6]=[CH:5][CH:4]=1.[C:19]12(CS(O)(=O)=O)C(C)(C)C(CC1)CC2=O, predict the reaction product. The product is: [CH2:1]([NH:9][C:10]([C@@H:12]1[CH2:16][CH2:15][CH:14]([O:17][CH3:19])[N:13]1[CH3:18])=[O:11])[CH2:2][C:3]1[CH:4]=[CH:5][CH:6]=[CH:7][CH:8]=1.